Dataset: Forward reaction prediction with 1.9M reactions from USPTO patents (1976-2016). Task: Predict the product of the given reaction. Given the reactants [NH:1]([CH:3]1[CH2:8][CH2:7][N:6]([C:9]([O:11][CH2:12][C:13]2[CH:18]=[CH:17][CH:16]=[CH:15][CH:14]=2)=[O:10])[CH2:5][CH2:4]1)[NH2:2].O.[F:20][C:21]([F:25])([F:24])[CH:22]=O, predict the reaction product. The product is: [F:20][C:21]([F:25])([F:24])[CH:22]=[N:2][NH:1][CH:3]1[CH2:4][CH2:5][N:6]([C:9]([O:11][CH2:12][C:13]2[CH:18]=[CH:17][CH:16]=[CH:15][CH:14]=2)=[O:10])[CH2:7][CH2:8]1.